This data is from Experimentally validated miRNA-target interactions with 360,000+ pairs, plus equal number of negative samples. The task is: Binary Classification. Given a miRNA mature sequence and a target amino acid sequence, predict their likelihood of interaction. (1) The miRNA is hsa-miR-4698 with sequence UCAAAAUGUAGAGGAAGACCCCA. The protein sequence of the target gene is MISASRAAAARLVGAAASRGPTAARHQDSWNGLSHEAFRLVSRRDYASEAIKGAVVGIDLGTTNSCVAVMEGKQAKVLENAEGARTTPSVVAFTADGERLVGMPAKRQAVTNPNNTFYATKRLIGRRYDDPEVQKDIKNVPFKIVRASNGDAWVEAHGKLYSPSQIGAFVLMKMKETAENYLGHTAKNAVITVPAYFNDSQRQATKDAGQISGLNVLRVINEPTAAALAYGLDKSEDKVIAVYDLGGGTFDISILEIQKGVFEVKSTNGDTFLGGEDFDQALLRHIVKEFKRETGVDLTK.... Result: 0 (no interaction). (2) The miRNA is hsa-miR-96-3p with sequence AAUCAUGUGCAGUGCCAAUAUG. The protein sequence of the target gene is MPSKFSCRKLRETGQRFESFLAERGLDLETDRERLRTIYNHDFKPSYGTPAPGFSSMLYGMKIANLAFVTKTRVRFFKLDRWADVQLPEKRRIKPGSNISKQHRSLLARIFHDRAEYLHGKHGVDVEVQGPHEARDGQLLIHLDLNRKEVLTLRLRNGGSKPVTLTHLFPLCWTPQFVFYHGEQDLPCPLGPGESYELHIYCKTSIVGYFPATVLWELLGPGESGAEGAETFYIARFLAAVAHSPLAAQLKPTTPFKRPPRLTRNSVLTNRIEEGERPDRAKGYELELSLALGTYYPPIL.... Result: 0 (no interaction). (3) The miRNA is mmu-miR-216c-5p with sequence GAAGAAUCUCUACAGGUAAGUGU. The protein sequence of the target gene is MKAGATSMWASCCGLLNEVMGTGAVRGQQAGFPGSTGPFRFTPSSDFPTYPPAATEGPNIVCKACGLSFSVFRKKHVCCDCKKDFCSLCSVSQENLRRCSTCHLLQETAFQRPQLMRLKVKDLRQYLLLRNIPTDTCREKEDLVDLVLCHRGLGSGDDLDSSSLNSSRSQTSSFFTQSLFSNYTPPSATVSSFQGELMDRDGAFRSEVLAQVQSEIASANTDDDDDDDDDDDDDEDDDDEQEEEEQNPGLSKKKARASLSDLSSLEEVEGMSVRQLKEILARNFVNYSGCCEKWELVEKV.... Result: 0 (no interaction). (4) Result: 0 (no interaction). The miRNA is hsa-miR-6890-3p with sequence CCACUGCCUAUGCCCCACAG. The protein sequence of the target gene is MHWLRKVQGLCTLWGTQMSSRTLYINSRQLVSLQWGHQEVPAKFNFASDVLDHWADMEKAGKRLPSPALWWVNGKGKELMWNFRELSENSQQAANVLSGACGLQRGDRVAVVLPRVPEWWLVILGCIRAGLIFMPGTIQMKSTDILYRLQMSKAKAIVAGDEVIQEVDTVASECPSLRIKLLVSEKSCDGWLNFKKLLNEASTTHHCVETGSQEASAIYFTSGTSGLPKMAEHSYSSLGLKAKMDAGWTGLQASDIMWTISDTGWILNILCSLMEPWALGACTFVHLLPKFDPLVILKTL.... (5) The miRNA is hsa-miR-6781-3p with sequence UGCCUCUUUUCCACGGCCUCAG. The protein sequence of the target gene is MSPESGHSRIFEATAGPNKPESGFAEDSAARGEGVSDLHEVVSLKERMARYQAAVSRGDCRSFSANMMEESEMCAVPGGLAKVKKQFEDEITSSRNTFAQYQYQHQNRSEQEAIHSSQVGTSRSSQEMARNEQEGSKVQKIDVHGTEMVSHLEKHTEEVNQASQFHQYVQETVIDTPEDEEIPKVSTKLLKEQFEKSAQEKILYSDKEMTTPAKQIKTESEYEETFKPSSVVSTSSTSCVSTSQRKETSTTRYSDHSVTSSTLAQINATSSGMTEEFPPPPPDVLQTSVDVTAFSQSPEL.... Result: 0 (no interaction).